Dataset: Reaction yield outcomes from USPTO patents with 853,638 reactions. Task: Predict the reaction yield, written as a fraction of the theoretical maximum amount of product (1.0 means a 100% yield; for example, 0.34 means a 34% yield). (1) The yield is 0.280. The product is [S:1]1[CH:5]=[CH:4][CH:3]=[C:2]1[S:6]([NH:9][C:10]1[CH:11]=[C:12]([O:22][C:23]([F:24])([F:25])[F:26])[CH:13]=[C:14]2[C:18]=1[NH:17][C:16]([C:19]1[S:36][CH:51]([CH2:50][C:49]([O:54][CH2:55][CH3:56])=[O:53])[CH2:52][N:21]=1)=[CH:15]2)(=[O:8])=[O:7]. The reactants are [S:1]1[CH:5]=[CH:4][CH:3]=[C:2]1[S:6]([NH:9][C:10]1[CH:11]=[C:12]([O:22][C:23]([F:26])([F:25])[F:24])[CH:13]=[C:14]2[C:18]=1[NH:17][C:16]([C:19]([NH2:21])=O)=[CH:15]2)(=[O:8])=[O:7].COC1C=CC(P2(SP(C3C=CC(OC)=CC=3)(=S)S2)=[S:36])=CC=1.[C:49]([O:54][CH2:55][CH3:56])(=[O:53])[C:50]#[C:51][CH3:52].C(P(CCCC)CCCC)CCC. The catalyst is O1CCCC1.C1(C)C=CC=CC=1. (2) The reactants are [ClH:1].C[O:3][C:4]1[CH:5]=[CH:6][C:7]2[CH:8]3[CH2:16][CH:12]([CH2:13][C:14]=2[CH:15]=1)[CH2:11][NH:10][CH2:9]3.[NH4+].[OH-]. The catalyst is Br. The product is [ClH:1].[CH:8]12[CH2:16][CH:12]([CH2:11][NH:10][CH2:9]1)[CH2:13][C:14]1[CH:15]=[C:4]([OH:3])[CH:5]=[CH:6][C:7]2=1. The yield is 0.400. (3) The product is [Br:1][C:2]1[CH:3]=[C:4]([N:8]2[C:16]3[CH:15]=[C:14]([N:21]4[CH2:25][CH2:24][CH2:23][CH2:22]4)[N:13]=[CH:12][C:11]=3[C:10]([C:18]([NH2:20])=[O:19])=[N:9]2)[CH:5]=[CH:6][CH:7]=1. The yield is 0.460. The reactants are [Br:1][C:2]1[CH:3]=[C:4]([N:8]2[C:16]3[CH:15]=[C:14](Cl)[N:13]=[CH:12][C:11]=3[C:10]([C:18]([NH2:20])=[O:19])=[N:9]2)[CH:5]=[CH:6][CH:7]=1.[NH:21]1[CH2:25][CH2:24][CH2:23][CH2:22]1. No catalyst specified. (4) The catalyst is C(#N)C. The product is [OH:28][C@H:20]([C:21]1[CH:26]=[CH:25][C:24]([OH:27])=[CH:23][CH:22]=1)[C@@H:19]([NH:18][CH2:17][CH2:16][C:12]1[C:11]2[C:15](=[C:7]([C:6]([O:46][CH2:44][CH3:45])=[O:55])[CH:8]=[CH:9][CH:10]=2)[NH:14][CH:13]=1)[CH3:29]. The yield is 0.640. The reactants are C(N(CC)C([CH2:6][C:7]1[CH:8]=[CH:9][CH:10]=[C:11]2[C:15]=1[NH:14][CH:13]=[C:12]2[CH2:16][CH2:17][NH:18][C@@H:19]([CH3:29])[C@H:20]([OH:28])[C:21]1[CH:26]=[CH:25][C:24]([OH:27])=[CH:23][CH:22]=1)=O)C.P([O-])([O-])(O)=O.[Na+].[Na+].F[B-](F)(F)F.[CH2:44]([O+:46](CC)CC)[CH3:45].C(Cl)Cl.C(=O)([O-])[OH:55].[Na+]. (5) The reactants are [Br:1][C:2]1[C:6]([Br:7])=[CH:5][S:4][C:3]=1[S:8](Cl)(=[O:10])=[O:9].[NH2:12][C:13]1[CH:14]=[C:15]([OH:23])[C:16](=[CH:21][CH:22]=1)[C:17]([O:19][CH3:20])=[O:18].N1C=CC=CC=1. No catalyst specified. The product is [Br:1][C:2]1[C:6]([Br:7])=[CH:5][S:4][C:3]=1[S:8]([NH:12][C:13]1[CH:22]=[CH:21][C:16]([C:17]([O:19][CH3:20])=[O:18])=[C:15]([OH:23])[CH:14]=1)(=[O:10])=[O:9]. The yield is 0.130.